From a dataset of Reaction yield outcomes from USPTO patents with 853,638 reactions. Predict the reaction yield, written as a fraction of the theoretical maximum amount of product (1.0 means a 100% yield; for example, 0.34 means a 34% yield). (1) The reactants are [CH:1]([C:3]1[CH:4]=[C:5]([CH:9]=[CH:10][CH:11]=1)[C:6]([OH:8])=O)=[O:2].C(N(CC)CC)C.ON1C2C=CC=CC=2N=N1.Cl.C(N=C=NCCCN(C)C)C.Cl.[CH3:42][CH:43]([CH3:52])[C:44]([N:46]1[CH2:51][CH2:50][NH:49][CH2:48][CH2:47]1)=[O:45]. The catalyst is ClCCl. The product is [C:44]([N:46]1[CH2:51][CH2:50][N:49]([C:6]([C:5]2[CH:4]=[C:3]([CH:11]=[CH:10][CH:9]=2)[CH:1]=[O:2])=[O:8])[CH2:48][CH2:47]1)(=[O:45])[CH:43]([CH3:52])[CH3:42]. The yield is 0.950. (2) The reactants are [ClH:1].CN(C)CCCN=C=NCC.[NH2:13][C:14]1[CH:15]=[C:16]2[C:21](=[CH:22][CH:23]=1)[N:20]=[CH:19][N:18]=[C:17]2[NH:24][C:25]1[CH:30]=[CH:29][CH:28]=[C:27]([C:31]([F:34])([F:33])[F:32])[CH:26]=1.N1C=CC=CC=1.Cl.[CH2:42]1C[O:45][CH2:44][CH2:43]1.CN(C=O)C. No catalyst specified. The product is [ClH:1].[F:32][C:31]([F:33])([F:34])[C:27]1[CH:26]=[C:25]([NH:24][C:17]2[C:16]3[C:21](=[CH:22][CH:23]=[C:14]([NH:13][C:44](=[O:45])[CH:43]=[CH2:42])[CH:15]=3)[N:20]=[CH:19][N:18]=2)[CH:30]=[CH:29][CH:28]=1. The yield is 0.450. (3) The reactants are [NH2:1][C:2]1[S:6][C:5]2[CH2:7][CH2:8][CH2:9][CH2:10][C:4]=2[C:3]=1[C:11]([CH2:13][C:14]1[CH:19]=[CH:18][CH:17]=[C:16]([O:20][CH3:21])[CH:15]=1)=O.[C:22]([O:29][CH3:30])(=[O:28])[CH2:23][CH2:24][C:25]([CH3:27])=O.Cl[Si](C)(C)C. The catalyst is CN(C=O)C. The product is [CH3:30][O:29][C:22](=[O:28])[CH2:23][C:24]1[C:11]([CH2:13][C:14]2[CH:19]=[CH:18][CH:17]=[C:16]([O:20][CH3:21])[CH:15]=2)=[C:3]2[C:4]3[CH2:10][CH2:9][CH2:8][CH2:7][C:5]=3[S:6][C:2]2=[N:1][C:25]=1[CH3:27]. The yield is 0.850.